This data is from Catalyst prediction with 721,799 reactions and 888 catalyst types from USPTO. The task is: Predict which catalyst facilitates the given reaction. (1) Reactant: [Br:1][C:2]1[S:3][CH:4]=[CH:5][C:6]=1[CH3:7].[Li+].CC([N-]C(C)C)C.CN([CH:19]=[O:20])C.O. Product: [Br:1][C:2]1[S:3][C:4]([CH:19]=[O:20])=[CH:5][C:6]=1[CH3:7]. The catalyst class is: 1. (2) Reactant: [O:1]1[CH:5]=[C:4]([C:6](Cl)=[O:7])[N:3]=[CH:2]1.[NH2:9][C:10]1[S:11][C:12]2[CH:18]=[C:17]([O:19][C:20]3[CH:21]=[CH:22][C:23]([CH3:40])=[C:24]([NH:26][C:27](=[O:39])[C:28]4[CH:33]=[CH:32][CH:31]=[C:30]([C:34]([C:37]#[N:38])([CH3:36])[CH3:35])[CH:29]=4)[CH:25]=3)[CH:16]=[CH:15][C:13]=2[N:14]=1. Product: [C:37]([C:34]([C:30]1[CH:29]=[C:28]([CH:33]=[CH:32][CH:31]=1)[C:27]([NH:26][C:24]1[CH:25]=[C:20]([CH:21]=[CH:22][C:23]=1[CH3:40])[O:19][C:17]1[CH:16]=[CH:15][C:13]2[N:14]=[C:10]([NH:9][C:6]([C:4]3[N:3]=[CH:2][O:1][CH:5]=3)=[O:7])[S:11][C:12]=2[CH:18]=1)=[O:39])([CH3:36])[CH3:35])#[N:38]. The catalyst class is: 17. (3) Reactant: [CH2:1]([N:8]1[C:13](=[O:14])[CH:12]=[C:11]2[S:15][C:16]([C:18]([OH:20])=[O:19])=[CH:17][N:10]2[C:9]1=[O:21])[C:2]1[CH:7]=[CH:6][CH:5]=[CH:4][CH:3]=1.[N:22]1[CH:27]=[CH:26][C:25]([CH2:28]O)=[CH:24][CH:23]=1.C1(N=C=NC2CCCCC2)CCCCC1.[ClH:45].CCOCC. Product: [ClH:45].[N:22]1[CH:27]=[CH:26][C:25]([CH2:28][O:19][C:18]([C:16]2[S:15][C:11]3[N:10]([C:9](=[O:21])[N:8]([CH2:1][C:2]4[CH:7]=[CH:6][CH:5]=[CH:4][CH:3]=4)[C:13](=[O:14])[CH:12]=3)[CH:17]=2)=[O:20])=[CH:24][CH:23]=1. The catalyst class is: 119. (4) Reactant: [CH3:1][N:2]([CH3:6])[C:3](Cl)=[O:4].[OH:7][C:8]([C:10]([F:13])([F:12])[F:11])=[O:9].[Cl:14][C:15]1[CH:16]=[CH:17][C:18]([F:43])=[C:19]([C:21]([CH:23]2[CH2:28][CH2:27][N:26]([C:29]3[N:34]=[C:33]4[CH2:35][NH:36][CH2:37][CH2:38][C:32]4=[N:31][C:30]=3[NH:39][CH:40]([CH3:42])[CH3:41])[CH2:25][CH2:24]2)=[O:22])[CH:20]=1.C(N(CC)CC)C. Product: [Cl:14][C:15]1[CH:16]=[CH:17][C:18]([F:43])=[C:19]([CH:20]=1)[C:21]([CH:23]1[CH2:28][CH2:27][N:26]([C:29]2[N:34]=[C:33]3[CH2:35][N:36]([C:3]([N:2]([CH3:6])[CH3:1])=[O:4])[CH2:37][CH2:38][C:32]3=[N:31][C:30]=2[NH:39][CH:40]([CH3:41])[CH3:42])[CH2:25][CH2:24]1)=[O:22].[C:8]([OH:9])([C:10]([F:13])([F:12])[F:11])=[O:7]. The catalyst class is: 2. (5) The catalyst class is: 296. Reactant: F[C:2]1[CH:11]=[C:10]([N+:12]([O-:14])=[O:13])[CH:9]=[CH:8][C:3]=1[C:4]([O:6]C)=[O:5].[NH:15]1[CH2:20][CH2:19][O:18][CH2:17][CH2:16]1. Product: [O:18]1[CH2:19][CH2:20][N:15]([C:2]2[CH:11]=[C:10]([N+:12]([O-:14])=[O:13])[CH:9]=[CH:8][C:3]=2[C:4]([OH:6])=[O:5])[CH2:16][CH2:17]1.[NH:15]1[CH2:20][CH2:19][O:18][CH2:17][CH2:16]1. (6) Product: [Br:19][C:17]1[CH:16]=[N:15][CH:14]=[C:13]([C:1]#[C:2][CH2:3][CH3:4])[CH:18]=1. The catalyst class is: 290. Reactant: [CH:1]#[C:2][CH2:3][CH3:4].C(NC(C)C)(C)C.Br[C:13]1[CH:14]=[N:15][CH:16]=[C:17]([Br:19])[CH:18]=1. (7) Reactant: Cl[C:2]1[CH:7]=[C:6]([O:8][C:9]2[C:14]([F:15])=[CH:13][C:12]([NH:16][C:17]([C:19]3[C:20](=[O:35])[N:21]([C:28]4[CH:33]=[CH:32][C:31]([F:34])=[CH:30][CH:29]=4)[CH:22]=[CH:23][C:24]=3[O:25][CH2:26][CH3:27])=[O:18])=[C:11]([F:36])[CH:10]=2)[CH:5]=[CH:4][N:3]=1.[C:37]([NH2:42])(=[O:41])[CH:38]([CH3:40])[CH3:39].CC1(C)C2C(=C(P(C3C=CC=CC=3)C3C=CC=CC=3)C=CC=2)OC2C(P(C3C=CC=CC=3)C3C=CC=CC=3)=CC=CC1=2.C([O-])([O-])=O.[Cs+].[Cs+]. Product: [F:36][C:11]1[CH:10]=[C:9]([O:8][C:6]2[CH:5]=[CH:4][N:3]=[C:2]([NH:42][C:37](=[O:41])[CH:38]([CH3:40])[CH3:39])[CH:7]=2)[C:14]([F:15])=[CH:13][C:12]=1[NH:16][C:17]([C:19]1[C:20](=[O:35])[N:21]([C:28]2[CH:33]=[CH:32][C:31]([F:34])=[CH:30][CH:29]=2)[CH:22]=[CH:23][C:24]=1[O:25][CH2:26][CH3:27])=[O:18]. The catalyst class is: 102. (8) Reactant: [O:1]1[C:11](=[O:12])[CH2:10][CH2:9][CH2:8][CH2:7][CH2:6][CH2:5][CH2:4][CH2:3][C:2]1=[O:13].C([O:17][C:18]1[CH:23]=[CH:22][C:21]([O:24]C(=O)C)=[CH:20][CH:19]=1)(=O)C.[Cl-].[Cl-].[Cl-].[Al+3]. Product: [OH:17][C:18]1[CH:23]=[CH:22][C:21]([OH:24])=[CH:20][C:19]=1[C:2](=[O:13])[CH2:3][CH2:4][CH2:5][CH2:6][CH2:7][CH2:8][CH2:9][CH2:10][C:11]([OH:1])=[O:12]. The catalyst class is: 534.